The task is: Predict the reaction yield, written as a fraction of the theoretical maximum amount of product (1.0 means a 100% yield; for example, 0.34 means a 34% yield).. This data is from Reaction yield outcomes from USPTO patents with 853,638 reactions. (1) The reactants are [CH:1]([Si:4]([CH:35]([CH3:37])[CH3:36])([CH:32]([CH3:34])[CH3:33])[O:5][C@@H:6]1[CH2:10][CH2:9][N:8]([C:11]2[N:15]3[CH:16]=[C:17]([O:20][C@H:21]4[C:30]5[C:25](=[CH:26][CH:27]=[CH:28][CH:29]=5)[C@@H:24]([NH2:31])[CH2:23][CH2:22]4)[CH:18]=[CH:19][C:14]3=[N:13][N:12]=2)[CH2:7]1)([CH3:3])[CH3:2].ClC(Cl)(Cl)C[O:41][C:42](=O)[NH:43][C:44]1[N:45]([C:53]2[CH:58]=[CH:57][C:56]([CH3:59])=[CH:55][CH:54]=2)[N:46]=[C:47]([C:49]([CH3:52])([CH3:51])[CH3:50])[CH:48]=1.CCN(C(C)C)C(C)C.N. The catalyst is CN(C=O)C.CO.C(Cl)Cl. The product is [C:49]([C:47]1[CH:48]=[C:44]([NH:43][C:42]([NH:31][C@@H:24]2[C:25]3[C:30](=[CH:29][CH:28]=[CH:27][CH:26]=3)[C@H:21]([O:20][C:17]3[CH:18]=[CH:19][C:14]4[N:15]([C:11]([N:8]5[CH2:9][CH2:10][C@@H:6]([O:5][Si:4]([CH:1]([CH3:3])[CH3:2])([CH:32]([CH3:34])[CH3:33])[CH:35]([CH3:37])[CH3:36])[CH2:7]5)=[N:12][N:13]=4)[CH:16]=3)[CH2:22][CH2:23]2)=[O:41])[N:45]([C:53]2[CH:58]=[CH:57][C:56]([CH3:59])=[CH:55][CH:54]=2)[N:46]=1)([CH3:52])([CH3:50])[CH3:51]. The yield is 0.530. (2) The reactants are [N:1]1[CH:6]=[C:5](B(O)O)[CH:4]=[N:3][CH:2]=1.[F:10][C:11]1[CH:16]=[CH:15][CH:14]=[CH:13][C:12]=1[C:17]1[C:25]2[C:20](=[CH:21][N:22]=[C:23](C)[CH:24]=2)[N:19](C2CCCCO2)[N:18]=1. No catalyst specified. The product is [F:10][C:11]1[CH:16]=[CH:15][CH:14]=[CH:13][C:12]=1[C:17]1[C:25]2[C:20](=[CH:21][N:22]=[C:23]([C:5]3[CH:6]=[N:1][CH:2]=[N:3][CH:4]=3)[CH:24]=2)[NH:19][N:18]=1. The yield is 0.250. (3) The reactants are I[C:2]1[C:10]2[C:5](=[CH:6][CH:7]=[C:8]([NH:11][C:12](=[O:24])[CH:13]([N:19]3[CH2:23][CH2:22][CH2:21][CH2:20]3)[C:14]3[CH:18]=[CH:17][S:16][CH:15]=3)[CH:9]=2)[NH:4][N:3]=1.[CH3:25][O:26][C:27]1[CH:32]=[C:31](B2OC(C)(C)C(C)(C)O2)[CH:30]=[CH:29][C:28]=1[N:42]1[CH2:47][CH2:46][N:45]([CH3:48])[CH2:44][CH2:43]1.C([O-])([O-])=O.[Na+].[Na+]. The catalyst is C1(C)C=CC=CC=1.CCO. The product is [CH3:25][O:26][C:27]1[CH:32]=[C:31]([C:2]2[C:10]3[C:5](=[CH:6][CH:7]=[C:8]([NH:11][C:12](=[O:24])[CH:13]([N:19]4[CH2:23][CH2:22][CH2:21][CH2:20]4)[C:14]4[CH:18]=[CH:17][S:16][CH:15]=4)[CH:9]=3)[NH:4][N:3]=2)[CH:30]=[CH:29][C:28]=1[N:42]1[CH2:43][CH2:44][N:45]([CH3:48])[CH2:46][CH2:47]1. The yield is 0.190.